Dataset: Reaction yield outcomes from USPTO patents with 853,638 reactions. Task: Predict the reaction yield, written as a fraction of the theoretical maximum amount of product (1.0 means a 100% yield; for example, 0.34 means a 34% yield). The reactants are N[N:2]1[C:7](=[O:8])[C:6]2[O:9][C:10]3[CH:15]=[CH:14][C:13]([Cl:16])=[CH:12][C:11]=3[C:5]=2[NH:4][C:3]1=[O:17].N([O-])=O.[Na+]. The catalyst is C(O)(=O)C.O. The product is [Cl:16][C:13]1[CH:14]=[CH:15][C:10]2[O:9][C:6]3[C:7](=[O:8])[NH:2][C:3](=[O:17])[NH:4][C:5]=3[C:11]=2[CH:12]=1. The yield is 0.890.